This data is from Forward reaction prediction with 1.9M reactions from USPTO patents (1976-2016). The task is: Predict the product of the given reaction. Given the reactants [I:1][C:2]1[CH:10]=[CH:9][C:5]([C:6]([OH:8])=O)=[CH:4][CH:3]=1.CCN(C(C)C)C(C)C.CN(C(ON1N=NC2C=CC=NC1=2)=[N+](C)C)C.F[P-](F)(F)(F)(F)F.[N:44]1[C:53]2[C:48](=[CH:49][CH:50]=[CH:51][C:52]=2[NH2:54])[CH:47]=[CH:46][CH:45]=1, predict the reaction product. The product is: [I:1][C:2]1[CH:3]=[CH:4][C:5]([C:6]([NH:54][C:52]2[CH:51]=[CH:50][CH:49]=[C:48]3[C:53]=2[N:44]=[CH:45][CH:46]=[CH:47]3)=[O:8])=[CH:9][CH:10]=1.